From a dataset of Catalyst prediction with 721,799 reactions and 888 catalyst types from USPTO. Predict which catalyst facilitates the given reaction. Reactant: [Cl:1][C:2]1[CH:10]=[CH:9][C:8]2[NH:7][C:6]3[CH2:11][CH2:12][N:13]([C:15]4[CH:20]=[CH:19][C:18]([F:21])=[CH:17][CH:16]=4)[CH2:14][C:5]=3[C:4]=2[CH:3]=1.[CH3:22][C:23]1[CH:28]=[CH:27][C:26]([CH:29]=[CH2:30])=[CH:25][N:24]=1.[OH-].[K+]. Product: [Cl:1][C:2]1[CH:10]=[CH:9][C:8]2[N:7]([CH2:30][CH2:29][C:26]3[CH:25]=[N:24][C:23]([CH3:22])=[CH:28][CH:27]=3)[C:6]3[CH2:11][CH2:12][N:13]([C:15]4[CH:20]=[CH:19][C:18]([F:21])=[CH:17][CH:16]=4)[CH2:14][C:5]=3[C:4]=2[CH:3]=1. The catalyst class is: 37.